This data is from Reaction yield outcomes from USPTO patents with 853,638 reactions. The task is: Predict the reaction yield, written as a fraction of the theoretical maximum amount of product (1.0 means a 100% yield; for example, 0.34 means a 34% yield). (1) The yield is 0.990. The reactants are [S:1](=[O:5])(=[O:4])([OH:3])[OH:2].[Br:6][C:7]1[CH:25]=[N:24][C:10]2[N:11]=[C:12]([N:18]3[CH2:21][CH:20]([NH:22][CH3:23])[CH2:19]3)[C:13]3[N:14]([CH:15]=[N:16][N:17]=3)[C:9]=2[CH:8]=1. The product is [S:1](=[O:3])(=[O:2])([OH:5])[OH:4].[Br:6][C:7]1[CH:25]=[N:24][C:10]2[N:11]=[C:12]([N:18]3[CH2:21][CH:20]([NH:22][CH3:23])[CH2:19]3)[C:13]3[N:14]([CH:15]=[N:16][N:17]=3)[C:9]=2[CH:8]=1. The catalyst is C(O)C. (2) The reactants are C([O:8][CH2:9][CH2:10][N:11]([C:16]1[CH:21]=[CH:20][CH:19]=[CH:18][C:17]=1[CH2:22][NH:23][C:24]1[C:29]2[CH:30]=[N:31][N:32](COCC[Si](C)(C)C)[C:28]=2[CH:27]=[C:26]([C:41]2[CH:46]=[C:45]([F:47])[C:44]([O:48]COCC[Si](C)(C)C)=[CH:43][C:42]=2[CH2:57][CH3:58])[N:25]=1)[S:12]([CH3:15])(=[O:14])=[O:13])C1C=CC=CC=1.C([O-])=O.[NH4+].C(O)(C(F)(F)F)=O.C([SiH](CC)CC)C. The catalyst is [OH-].[Pd+2].[OH-].CCO.CO. The product is [CH2:57]([C:42]1[CH:43]=[C:44]([OH:48])[C:45]([F:47])=[CH:46][C:41]=1[C:26]1[N:25]=[C:24]([NH:23][CH2:22][C:17]2[CH:18]=[CH:19][CH:20]=[CH:21][C:16]=2[N:11]([CH2:10][CH2:9][OH:8])[S:12]([CH3:15])(=[O:14])=[O:13])[C:29]2[CH:30]=[N:31][NH:32][C:28]=2[CH:27]=1)[CH3:58]. The yield is 0.430. (3) The reactants are [CH3:1][C:2](=[N:6][OH:7])[C:3](=[O:5])[CH3:4].[F:8][C:9]([F:19])([F:18])[C:10]1[CH:17]=[CH:16][C:13]([CH:14]=O)=[CH:12][CH:11]=1.Cl.O1CCOCC1. The catalyst is C(OCC)C.C(O)(=O)C. The product is [CH3:1][C:2]1[N+:6]([O-:7])=[C:14]([C:13]2[CH:12]=[CH:11][C:10]([C:9]([F:8])([F:18])[F:19])=[CH:17][CH:16]=2)[O:5][C:3]=1[CH3:4]. The yield is 0.350. (4) The reactants are [NH2:1][C:2]1[CH:7]=[C:6]([Cl:8])[CH:5]=[CH:4][C:3]=1[NH:9][C:10](=O)[CH2:11][C:12]([OH:18])([CH3:17])[C:13]([F:16])([F:15])[F:14].B.C1COCC1. The catalyst is C1COCC1. The product is [NH2:1][C:2]1[CH:7]=[C:6]([Cl:8])[CH:5]=[CH:4][C:3]=1[NH:9][CH2:10][CH2:11][C:12]([CH3:17])([OH:18])[C:13]([F:16])([F:14])[F:15]. The yield is 0.288.